This data is from hERG Central: cardiac toxicity at 1µM, 10µM, and general inhibition. The task is: Predict hERG channel inhibition at various concentrations. (1) The molecule is CC(=O)N1CCN(CC(=O)Nc2c(Cl)cc(Cl)cc2Cl)CC1. Results: hERG_inhib (hERG inhibition (general)): blocker. (2) The drug is COc1ccc(CNC(=O)CN(Cc2ccc(C)cc2)S(=O)(=O)c2ccc(Cl)cc2)cc1. Results: hERG_inhib (hERG inhibition (general)): blocker. (3) The molecule is CCN(CC)S(=O)(=O)c1ccc(C)c(NC(=O)CN2CCN(Cc3ccccc3)CC2)c1.Cl. Results: hERG_inhib (hERG inhibition (general)): blocker. (4) Results: hERG_inhib (hERG inhibition (general)): blocker. The drug is CC1=C(C(=O)OCC2CCCO2)C(c2ccccc2OC(C)C)C2=C(CC(c3ccco3)CC2=O)N1. (5) The molecule is Cl.OCCN1CCN(c2nc(NCc3ccco3)c3ccccc3n2)CC1. Results: hERG_inhib (hERG inhibition (general)): blocker.